Dataset: Catalyst prediction with 721,799 reactions and 888 catalyst types from USPTO. Task: Predict which catalyst facilitates the given reaction. (1) Reactant: [Br:1][C:2]1[C:3]([F:10])=[CH:4][C:5]([F:9])=[C:6]([CH:8]=1)[NH2:7].[C:11]([N:19]=[C:20]=[S:21])(=[O:18])[C:12]1[CH:17]=[CH:16][CH:15]=[CH:14][CH:13]=1. Product: [C:11]([NH:19][C:20]([NH:7][C:6]1[CH:8]=[C:2]([Br:1])[C:3]([F:10])=[CH:4][C:5]=1[F:9])=[S:21])(=[O:18])[C:12]1[CH:17]=[CH:16][CH:15]=[CH:14][CH:13]=1. The catalyst class is: 21. (2) Reactant: [CH2:1]([P:3]([O:10][CH2:11][CH2:12][CH2:13][CH3:14])([CH2:5][CH2:6][C:7]([OH:9])=[O:8])=[O:4])[CH3:2].[O-]CCCC.[O-]CCCC.[O-]CCCC.[O-]CCCC.[Ti+4:35]. Product: [Ti+4:35].[CH2:1]([P:3]([O:10][CH2:11][CH2:12][CH2:13][CH3:14])([CH2:5][CH2:6][C:7]([O-:9])=[O:8])=[O:4])[CH3:2].[CH2:1]([P:3]([CH2:5][CH2:6][C:7]([O-:9])=[O:8])([O:10][CH2:11][CH2:12][CH2:13][CH3:14])=[O:4])[CH3:2].[CH2:1]([P:3]([CH2:5][CH2:6][C:7]([O-:9])=[O:8])([O:10][CH2:11][CH2:12][CH2:13][CH3:14])=[O:4])[CH3:2].[CH2:1]([P:3]([CH2:5][CH2:6][C:7]([O-:9])=[O:8])([O:10][CH2:11][CH2:12][CH2:13][CH3:14])=[O:4])[CH3:2]. The catalyst class is: 11. (3) Reactant: [Br:1][C:2]1[CH:3]=[C:4]2[C:9](=[CH:10][CH:11]=1)[CH2:8][C:7](=O)[CH2:6][CH2:5]2.N1CCC[C@H]1C(O)=O.[N:21]([C:24]1[CH:29]=[CH:28][C:27]([O:30][C:31]([F:34])([F:33])[F:32])=[CH:26][CH:25]=1)=[N+:22]=[N-:23]. The catalyst class is: 197. Product: [Br:1][C:2]1[CH:3]=[C:4]2[C:9](=[CH:10][CH:11]=1)[C:8]1[N:23]=[N:22][N:21]([C:24]3[CH:29]=[CH:28][C:27]([O:30][C:31]([F:32])([F:34])[F:33])=[CH:26][CH:25]=3)[C:7]=1[CH2:6][CH2:5]2. (4) Reactant: [Cl:1][CH2:2][CH2:3][O:4][C:5]1[CH:10]=[CH:9][C:8]([C:11]([C:13]2[CH:18]=[CH:17][C:16]([O:19]C)=[C:15]([F:21])[CH:14]=2)=[O:12])=[CH:7][CH:6]=1.C([O-])([O-])=O.[Na+].[Na+]. Product: [Cl:1][CH2:2][CH2:3][O:4][C:5]1[CH:6]=[CH:7][C:8]([C:11]([C:13]2[CH:18]=[CH:17][C:16]([OH:19])=[C:15]([F:21])[CH:14]=2)=[O:12])=[CH:9][CH:10]=1. The catalyst class is: 201. (5) Reactant: F[C:2]1[C:3]([C:8]2[O:12][N:11]=[C:10]([C:13]3[N:18]=[C:17]([N:19]([CH3:26])[C:20]4[CH:25]=[CH:24][CH:23]=[CH:22][CH:21]=4)[N:16]=[C:15]([NH2:27])[N:14]=3)[N:9]=2)=[N:4][CH:5]=[CH:6][CH:7]=1.[CH:28]1([CH2:31][NH2:32])[CH2:30][CH2:29]1.C(=O)([O-])[O-].[K+].[K+]. Product: [CH:28]1([CH2:31][NH:32][C:2]2[C:3]([C:8]3[O:12][N:11]=[C:10]([C:13]4[N:18]=[C:17]([N:19]([CH3:26])[C:20]5[CH:25]=[CH:24][CH:23]=[CH:22][CH:21]=5)[N:16]=[C:15]([NH2:27])[N:14]=4)[N:9]=3)=[N:4][CH:5]=[CH:6][CH:7]=2)[CH2:30][CH2:29]1. The catalyst class is: 85. (6) Reactant: [S:1]1[CH:5]=[CH:4][C:3]([C:6]2[CH:7]=[N:8][N:9]3[CH:14]=[C:13]([C:15]4[CH:20]=[CH:19][C:18]([OH:21])=[CH:17][CH:16]=4)[CH:12]=[N:11][C:10]=23)=[CH:2]1.C(=O)([O-])[O-].[Cs+].[Cs+].Cl.Cl[CH2:30][CH2:31][N:32]1[CH2:37][CH2:36][O:35][CH2:34][CH2:33]1.[I-].[Na+]. Product: [S:1]1[CH:5]=[CH:4][C:3]([C:6]2[CH:7]=[N:8][N:9]3[CH:14]=[C:13]([C:15]4[CH:20]=[CH:19][C:18]([O:21][CH2:30][CH2:31][N:32]5[CH2:37][CH2:36][O:35][CH2:34][CH2:33]5)=[CH:17][CH:16]=4)[CH:12]=[N:11][C:10]=23)=[CH:2]1. The catalyst class is: 18. (7) Reactant: [CH:1]([C:3]1[CH:8]=[CH:7][CH:6]=[CH:5][C:4]=1[C:9]1[CH2:14][CH2:13][N:12]([C:15]([O:17][C:18]([CH3:21])([CH3:20])[CH3:19])=[O:16])[CH2:11][CH:10]=1)=[O:2].C(O)C1C=CC=CC=1. Product: [OH:2][CH2:1][C:3]1[CH:8]=[CH:7][CH:6]=[CH:5][C:4]=1[CH:9]1[CH2:10][CH2:11][N:12]([C:15]([O:17][C:18]([CH3:21])([CH3:20])[CH3:19])=[O:16])[CH2:13][CH2:14]1. The catalyst class is: 350. (8) Reactant: CC([O:4][C:5]([C:7]([O:10][C:11]1[CH:12]=[CH:13][C:14]([C:17]([C:19]2[CH:20]=[CH:21][C:22]([Cl:25])=[CH:23][CH:24]=2)=[O:18])=[CH:15][CH:16]=1)([CH3:9])[CH3:8])=[O:6])C.[OH-].[Na+].Cl. Product: [CH3:9][C:7]([O:10][C:11]1[CH:12]=[CH:13][C:14]([C:17]([C:19]2[CH:24]=[CH:23][C:22]([Cl:25])=[CH:21][CH:20]=2)=[O:18])=[CH:15][CH:16]=1)([C:5]([OH:6])=[O:4])[CH3:8]. The catalyst class is: 252. (9) Product: [CH2:1]([O:3][C:4](=[O:18])[CH:5]([O:15][CH2:16][CH3:17])[CH2:6][C:7]1[CH:12]=[CH:11][C:10]([O:13][CH2:34][CH2:33][C:31]2[N:32]=[C:28]([C:25]3[CH:24]=[CH:23][C:22]([CH:19]([CH3:20])[CH3:21])=[CH:27][CH:26]=3)[S:29][C:30]=2[CH3:36])=[C:9]([F:14])[CH:8]=1)[CH3:2]. The catalyst class is: 7. Reactant: [CH2:1]([O:3][C:4](=[O:18])[CH:5]([O:15][CH2:16][CH3:17])[CH2:6][C:7]1[CH:12]=[CH:11][C:10]([OH:13])=[C:9]([F:14])[CH:8]=1)[CH3:2].[CH:19]([C:22]1[CH:27]=[CH:26][C:25]([C:28]2[S:29][C:30]([CH3:36])=[C:31]([CH2:33][CH2:34]O)[N:32]=2)=[CH:24][CH:23]=1)([CH3:21])[CH3:20].COC(=O)CC(=O)C(Br)C.C(C1C=CC(C(N)=S)=CC=1)(C)C.C1(P(C2C=CC=CC=2)C2C=CC=CC=2)C=CC=CC=1.N(C(OCC)=O)=NC(OCC)=O. (10) Reactant: Cl.[NH:2]1[CH2:5][CH:4]([C:6]2[NH:7][C:8](=[O:21])[C:9]3[CH:14]=[N:13][N:12]([CH:15]4[CH2:20][CH2:19][CH2:18][CH2:17][CH2:16]4)[C:10]=3[N:11]=2)[CH2:3]1.Cl[C:23]1[NH:27][C:26]2[CH:28]=[CH:29][CH:30]=[CH:31][C:25]=2[N:24]=1.C(=O)([O-])[O-].[K+].[K+].CC(O)C. Product: [CH:15]1([N:12]2[C:10]3[N:11]=[C:6]([CH:4]4[CH2:3][N:2]([C:23]5[NH:27][C:26]6[CH:28]=[CH:29][CH:30]=[CH:31][C:25]=6[N:24]=5)[CH2:5]4)[NH:7][C:8](=[O:21])[C:9]=3[CH:14]=[N:13]2)[CH2:20][CH2:19][CH2:18][CH2:17][CH2:16]1. The catalyst class is: 6.